This data is from Catalyst prediction with 721,799 reactions and 888 catalyst types from USPTO. The task is: Predict which catalyst facilitates the given reaction. (1) Reactant: [O:1]=[C:2]1[NH:6][C:5]2[CH:7]=[CH:8][C:9](B3OC(C)(C)C(C)(C)O3)=[CH:10][C:4]=2[NH:3]1.Br[C:21]1[CH:22]=[C:23]([CH:25]=[CH:26][CH:27]=1)[NH2:24].[O-]P([O-])([O-])=O.[K+].[K+].[K+].C1(P(C2CCCCC2)C2CCCCC2)CCCCC1. Product: [O:1]=[C:2]1[NH:6][C:5]2[CH:7]=[CH:8][C:9]([C:21]3[CH:22]=[C:23]([NH2:24])[CH:25]=[CH:26][CH:27]=3)=[CH:10][C:4]=2[NH:3]1. The catalyst class is: 62. (2) Reactant: C[O:2][C:3]1[CH:8]=[CH:7][C:6]([N:9]2[C:13]3[CH:14]=[CH:15][CH:16]=[CH:17][C:12]=3[N:11]=[C:10]2[C:18]2[CH:23]=[CH:22][CH:21]=[CH:20][C:19]=2[CH3:24])=[C:5]([CH3:25])[CH:4]=1.B(Br)(Br)Br. The catalyst class is: 2. Product: [CH3:25][C:5]1[CH:4]=[C:3]([OH:2])[CH:8]=[CH:7][C:6]=1[N:9]1[C:13]2[CH:14]=[CH:15][CH:16]=[CH:17][C:12]=2[N:11]=[C:10]1[C:18]1[CH:23]=[CH:22][CH:21]=[CH:20][C:19]=1[CH3:24]. (3) Reactant: [CH2:1]([O:8][C:9]([NH:11][C:12]1[CH:17]=[CH:16][C:15]([N:18]([CH2:25][CH2:26][CH:27]([CH3:29])[CH3:28])[CH:19]2[CH2:24][CH2:23][NH:22][CH2:21][CH2:20]2)=[CH:14][CH:13]=1)=[O:10])[C:2]1[CH:7]=[CH:6][CH:5]=[CH:4][CH:3]=1.CCN(C(C)C)C(C)C.[N:39]1([C:46]([NH:48][C@@H:49]([CH2:53][CH:54]([CH3:56])[CH3:55])[C:50](O)=[O:51])=[O:47])[CH2:45][CH2:44][CH2:43][CH2:42][CH2:41][CH2:40]1.CN(C(ON1N=NC2C=CC=CC1=2)=[N+](C)C)C.F[P-](F)(F)(F)(F)F. Product: [CH2:1]([O:8][C:9](=[O:10])[NH:11][C:12]1[CH:17]=[CH:16][C:15]([N:18]([CH:19]2[CH2:24][CH2:23][N:22]([C:50](=[O:51])[C@@H:49]([NH:48][C:46]([N:39]3[CH2:45][CH2:44][CH2:43][CH2:42][CH2:41][CH2:40]3)=[O:47])[CH2:53][CH:54]([CH3:56])[CH3:55])[CH2:21][CH2:20]2)[CH2:25][CH2:26][CH:27]([CH3:29])[CH3:28])=[CH:14][CH:13]=1)[C:2]1[CH:3]=[CH:4][CH:5]=[CH:6][CH:7]=1. The catalyst class is: 31. (4) Reactant: [C:1]([O:5][C:6]([N:8]1[CH:13]2[CH2:14][CH2:15][CH:9]1[CH2:10][NH:11][CH2:12]2)=[O:7])([CH3:4])([CH3:3])[CH3:2].Cl[C:17]1[N:22]=[CH:21][CH:20]=[CH:19][N:18]=1.C(N(CC)CC)C.C1COCC1. Product: [C:1]([O:5][C:6]([N:8]1[CH:9]2[CH2:15][CH2:14][CH:13]1[CH2:12][N:11]([C:17]1[N:22]=[CH:21][CH:20]=[CH:19][N:18]=1)[CH2:10]2)=[O:7])([CH3:4])([CH3:2])[CH3:3]. The catalyst class is: 4.